Predict which catalyst facilitates the given reaction. From a dataset of Catalyst prediction with 721,799 reactions and 888 catalyst types from USPTO. (1) Reactant: [Cl:1][C:2]1[C:3]([F:28])=[C:4]([CH:8]2[CH2:12][NH:11][CH:10]([CH2:13][C:14]([CH3:17])([CH3:16])[CH3:15])[C:9]2([C:20]2[CH:25]=[CH:24][C:23]([Cl:26])=[CH:22][C:21]=2[F:27])[C:18]#[N:19])[CH:5]=[CH:6][CH:7]=1.[CH2:29]([O:31][C:32](=[O:42])[C:33]1[CH:38]=[CH:37][C:36]([N:39]=[C:40]=[O:41])=[CH:35][CH:34]=1)[CH3:30].C(N(CC)CC)C.O. Product: [CH2:29]([O:31][C:32](=[O:42])[C:33]1[CH:38]=[CH:37][C:36]([NH:39][C:40]([N:11]2[CH2:12][C@H:8]([C:4]3[CH:5]=[CH:6][CH:7]=[C:2]([Cl:1])[C:3]=3[F:28])[C@:9]([C:20]3[CH:25]=[CH:24][C:23]([Cl:26])=[CH:22][C:21]=3[F:27])([C:18]#[N:19])[C@@H:10]2[CH2:13][C:14]([CH3:17])([CH3:16])[CH3:15])=[O:41])=[CH:35][CH:34]=1)[CH3:30]. The catalyst class is: 4. (2) Reactant: [NH:1]1[C:9]2[C:4](=[CH:5][C:6]([OH:10])=[CH:7][CH:8]=2)[CH:3]=[N:2]1.Br[C:12]1[CH:17]=[CH:16][CH:15]=[CH:14][C:13]=1[N+:18]([O-:20])=[O:19].C(=O)([O-])[O-].[K+].[K+].O. Product: [N+:18]([C:13]1[CH:14]=[CH:15][CH:16]=[CH:17][C:12]=1[O:10][C:6]1[CH:5]=[C:4]2[C:9](=[CH:8][CH:7]=1)[NH:1][N:2]=[CH:3]2)([O-:20])=[O:19]. The catalyst class is: 9. (3) Reactant: [NH2:1][C:2]1[C:7]2[O:8][CH2:9][CH2:10][O:11][C:6]=2[C:5]([C:12]([O:14][CH2:15][CH:16]2[CH2:21][CH2:20][N:19]([CH2:22][CH2:23][NH:24][C:25]3[NH:26][CH:27]=[CH:28][C:29](=[O:31])[N:30]=3)[CH2:18][CH2:17]2)=[O:13])=[CH:4][C:3]=1[Cl:32].ClC1N=C(O)[C:41]2[C:36](=[CH:37][CH:38]=CC=2)N=1.[O-2].[Ca+2]. Product: [NH2:1][C:2]1[C:7]2[O:8][CH2:9][CH2:10][O:11][C:6]=2[C:5]([C:12]([O:14][CH2:15][CH:16]2[CH2:21][CH2:20][N:19]([CH2:22][CH2:23][NH:24][C:25]3[NH:26][C:27]4[C:28]([C:29](=[O:31])[N:30]=3)=[CH:38][CH:37]=[CH:36][CH:41]=4)[CH2:18][CH2:17]2)=[O:13])=[CH:4][C:3]=1[Cl:32]. The catalyst class is: 80.